Task: Regression. Given two drug SMILES strings and cell line genomic features, predict the synergy score measuring deviation from expected non-interaction effect.. Dataset: NCI-60 drug combinations with 297,098 pairs across 59 cell lines (1) Drug 1: CCCCC(=O)OCC(=O)C1(CC(C2=C(C1)C(=C3C(=C2O)C(=O)C4=C(C3=O)C=CC=C4OC)O)OC5CC(C(C(O5)C)O)NC(=O)C(F)(F)F)O. Drug 2: COCCOC1=C(C=C2C(=C1)C(=NC=N2)NC3=CC=CC(=C3)C#C)OCCOC.Cl. Cell line: RPMI-8226. Synergy scores: CSS=67.3, Synergy_ZIP=-1.62, Synergy_Bliss=-2.32, Synergy_Loewe=-3.46, Synergy_HSA=-2.05. (2) Drug 1: CC(CN1CC(=O)NC(=O)C1)N2CC(=O)NC(=O)C2. Drug 2: CCCS(=O)(=O)NC1=C(C(=C(C=C1)F)C(=O)C2=CNC3=C2C=C(C=N3)C4=CC=C(C=C4)Cl)F. Cell line: TK-10. Synergy scores: CSS=13.4, Synergy_ZIP=-5.69, Synergy_Bliss=-4.53, Synergy_Loewe=-3.55, Synergy_HSA=-3.56. (3) Drug 1: C1=CC(=CC=C1CC(C(=O)O)N)N(CCCl)CCCl.Cl. Synergy scores: CSS=23.3, Synergy_ZIP=-1.35, Synergy_Bliss=-1.81, Synergy_Loewe=-12.0, Synergy_HSA=-2.22. Cell line: A498. Drug 2: C1C(C(OC1N2C=C(C(=O)NC2=O)F)CO)O.